Dataset: NCI-60 drug combinations with 297,098 pairs across 59 cell lines. Task: Regression. Given two drug SMILES strings and cell line genomic features, predict the synergy score measuring deviation from expected non-interaction effect. (1) Drug 1: CC(C)(C#N)C1=CC(=CC(=C1)CN2C=NC=N2)C(C)(C)C#N. Drug 2: C1=NC2=C(N=C(N=C2N1C3C(C(C(O3)CO)O)F)Cl)N. Cell line: OVCAR-5. Synergy scores: CSS=4.88, Synergy_ZIP=2.69, Synergy_Bliss=4.58, Synergy_Loewe=4.85, Synergy_HSA=3.26. (2) Drug 1: C1=NC2=C(N1)C(=S)N=C(N2)N. Cell line: OVCAR-4. Synergy scores: CSS=53.6, Synergy_ZIP=-1.34, Synergy_Bliss=-0.912, Synergy_Loewe=-6.92, Synergy_HSA=5.30. Drug 2: C1C(C(OC1N2C=C(C(=O)NC2=O)F)CO)O. (3) Drug 1: CC1=C(C=C(C=C1)NC(=O)C2=CC=C(C=C2)CN3CCN(CC3)C)NC4=NC=CC(=N4)C5=CN=CC=C5. Drug 2: CCN(CC)CCNC(=O)C1=C(NC(=C1C)C=C2C3=C(C=CC(=C3)F)NC2=O)C. Cell line: RPMI-8226. Synergy scores: CSS=-1.74, Synergy_ZIP=1.07, Synergy_Bliss=-0.659, Synergy_Loewe=-6.80, Synergy_HSA=-4.39. (4) Drug 1: C1CCC(C1)C(CC#N)N2C=C(C=N2)C3=C4C=CNC4=NC=N3. Drug 2: CCCCCOC(=O)NC1=NC(=O)N(C=C1F)C2C(C(C(O2)C)O)O. Cell line: 786-0. Synergy scores: CSS=2.02, Synergy_ZIP=-0.0324, Synergy_Bliss=1.80, Synergy_Loewe=0.207, Synergy_HSA=1.68. (5) Drug 1: CC1=C2C(C(=O)C3(C(CC4C(C3C(C(C2(C)C)(CC1OC(=O)C(C(C5=CC=CC=C5)NC(=O)OC(C)(C)C)O)O)OC(=O)C6=CC=CC=C6)(CO4)OC(=O)C)O)C)O. Drug 2: B(C(CC(C)C)NC(=O)C(CC1=CC=CC=C1)NC(=O)C2=NC=CN=C2)(O)O. Cell line: COLO 205. Synergy scores: CSS=45.1, Synergy_ZIP=-6.77, Synergy_Bliss=-11.9, Synergy_Loewe=-8.38, Synergy_HSA=-9.26.